This data is from Full USPTO retrosynthesis dataset with 1.9M reactions from patents (1976-2016). The task is: Predict the reactants needed to synthesize the given product. (1) Given the product [Cl:32][C:33]1[CH:34]=[C:35]([C:40]2[CH:41]=[C:42]([C:59]([NH2:61])=[O:60])[C:43]3[NH:44][C:45]4[CH:46]=[C:47]([N:53]5[CH2:54][CH2:55][O:56][CH2:57][CH2:58]5)[CH:48]=[CH:49][C:50]=4[C:51]=3[N:52]=2)[CH:36]=[CH:37][C:38]=1[O:39][CH2:69][CH2:68][N:65]1[CH2:66][CH2:67][O:62][CH2:63][CH2:64]1, predict the reactants needed to synthesize it. The reactants are: N(C(OCC)=O)=NC(OCC)=O.C1(P(C2C=CC=CC=2)C2C=CC=CC=2)C=CC=CC=1.[Cl:32][C:33]1[CH:34]=[C:35]([C:40]2[CH:41]=[C:42]([C:59]([NH2:61])=[O:60])[C:43]3[NH:44][C:45]4[CH:46]=[C:47]([N:53]5[CH2:58][CH2:57][O:56][CH2:55][CH2:54]5)[CH:48]=[CH:49][C:50]=4[C:51]=3[N:52]=2)[CH:36]=[CH:37][C:38]=1[OH:39].[O:62]1[CH2:67][CH2:66][N:65]([CH2:68][CH2:69]O)[CH2:64][CH2:63]1. (2) Given the product [Cl:1][C:2]1[CH:3]=[C:4]([NH:17][C:18]2[N:19]=[C:20]([NH2:21])[NH:25][N:24]=2)[CH:5]=[C:6]([Cl:16])[C:7]=1[C:8]1[CH:9]=[N:10][C:11]([O:14][CH3:15])=[CH:12][CH:13]=1, predict the reactants needed to synthesize it. The reactants are: [Cl:1][C:2]1[CH:3]=[C:4]([NH:17][CH:18](SC)[NH:19][C:20]#[N:21])[CH:5]=[C:6]([Cl:16])[C:7]=1[C:8]1[CH:9]=[N:10][C:11]([O:14][CH3:15])=[CH:12][CH:13]=1.[NH2:24][NH2:25].